Dataset: Reaction yield outcomes from USPTO patents with 853,638 reactions. Task: Predict the reaction yield, written as a fraction of the theoretical maximum amount of product (1.0 means a 100% yield; for example, 0.34 means a 34% yield). (1) The reactants are [Si]([O:8][CH2:9][CH2:10][CH2:11][N:12]1[C:20](=[O:21])[C:19]2[N:18]([CH2:22][CH2:23][CH:24]([CH3:26])[CH3:25])[C:17]([O:27][C:28]3[CH:33]=[CH:32][CH:31]=[C:30]([Cl:34])[CH:29]=3)=[N:16][C:15]=2[N:14]([CH3:35])[C:13]1=[O:36])(C(C)(C)C)(C)C.Cl. The catalyst is C(O)C.O. The product is [Cl:34][C:30]1[CH:29]=[C:28]([CH:33]=[CH:32][CH:31]=1)[O:27][C:17]1[N:18]([CH2:22][CH2:23][CH:24]([CH3:25])[CH3:26])[C:19]2[C:20](=[O:21])[N:12]([CH2:11][CH2:10][CH2:9][OH:8])[C:13](=[O:36])[N:14]([CH3:35])[C:15]=2[N:16]=1. The yield is 0.490. (2) The reactants are Cl.[NH2:2][OH:3].C([O-])(O)=O.[Na+].C(O)C.[NH:12]1[CH:16]=[C:15]([C:17]2[CH:24]=[CH:23][CH:22]=[CH:21][C:18]=2[C:19]#[N:20])[N:14]=[CH:13]1. The catalyst is O.C1COCC1. The product is [OH:3][NH:2][C:19](=[NH:20])[C:18]1[CH:21]=[CH:22][CH:23]=[CH:24][C:17]=1[C:15]1[N:14]=[CH:13][NH:12][CH:16]=1. The yield is 0.250.